This data is from Reaction yield outcomes from USPTO patents with 853,638 reactions. The task is: Predict the reaction yield, written as a fraction of the theoretical maximum amount of product (1.0 means a 100% yield; for example, 0.34 means a 34% yield). (1) The reactants are [CH2:1]([O:3][C:4]([C:6]1[S:14][C:9]2=[CH:10][N:11]=[CH:12][CH:13]=[C:8]2[C:7]=1OS(C(F)(F)C(F)(F)C(F)(F)C(F)(F)F)(=O)=O)=[O:5])[CH3:2].[Br:32][C:33]1[CH:39]=[CH:38][C:36]([NH2:37])=[C:35]([F:40])[CH:34]=1.CC1(C)C2C(=C(P(C3C=CC=CC=3)C3C=CC=CC=3)C=CC=2)OC2C(P(C3C=CC=CC=3)C3C=CC=CC=3)=CC=CC1=2.C1CCN2C(=NCCC2)CC1. The catalyst is C1(C)C=CC=CC=1.C(OCC)(=O)C.C1C=CC(/C=C/C(/C=C/C2C=CC=CC=2)=O)=CC=1.C1C=CC(/C=C/C(/C=C/C2C=CC=CC=2)=O)=CC=1.C1C=CC(/C=C/C(/C=C/C2C=CC=CC=2)=O)=CC=1.[Pd].[Pd]. The product is [CH2:1]([O:3][C:4]([C:6]1[S:14][C:9]2=[CH:10][N:11]=[CH:12][CH:13]=[C:8]2[C:7]=1[NH:37][C:36]1[CH:38]=[CH:39][C:33]([Br:32])=[CH:34][C:35]=1[F:40])=[O:5])[CH3:2]. The yield is 0.670. (2) The reactants are [CH2:1]([N:5]([CH2:13][CH2:14][CH2:15][CH3:16])[C:6]1[CH:7]=[C:8]([OH:12])[CH:9]=[CH:10][CH:11]=1)[CH2:2][CH2:3][CH3:4].CI.[C:19](=O)([O-])[O-].[K+].[K+].O. The catalyst is CN1CCCC1=O.C(OCC)(=O)C. The product is [CH2:1]([N:5]([CH2:13][CH2:14][CH2:15][CH3:16])[C:6]1[CH:11]=[CH:10][CH:9]=[C:8]([O:12][CH3:19])[CH:7]=1)[CH2:2][CH2:3][CH3:4]. The yield is 0.487.